This data is from Forward reaction prediction with 1.9M reactions from USPTO patents (1976-2016). The task is: Predict the product of the given reaction. (1) Given the reactants [CH3:1][O:2][CH2:3][CH2:4][O:5][C:6]1[CH:7]=[C:8]2[C:12](=[C:13]([N+:15]([O-])=O)[CH:14]=1)[N:11]([C:18]([O:20][C:21]([CH3:24])([CH3:23])[CH3:22])=[O:19])[C:10]([C:25]([O:27][CH2:28][CH3:29])=[O:26])=[CH:9]2, predict the reaction product. The product is: [NH2:15][C:13]1[CH:14]=[C:6]([O:5][CH2:4][CH2:3][O:2][CH3:1])[CH:7]=[C:8]2[C:12]=1[N:11]([C:18]([O:20][C:21]([CH3:22])([CH3:24])[CH3:23])=[O:19])[CH:10]([C:25]([O:27][CH2:28][CH3:29])=[O:26])[CH2:9]2. (2) Given the reactants [C:1]12(CC(O)=O)[CH2:10][CH:5]3[CH2:6][CH:7]([CH2:9][CH:3]([CH2:4]3)[CH2:2]1)[CH2:8]2.[NH2:15][C:16]1[CH:25]=[CH:24][CH:23]=[C:22]2[C:17]=1[CH:18]=[CH:19][N:20]([C:27]1[CH:31]=[CH:30][NH:29][N:28]=1)[C:21]2=[O:26].C(N(CC)C(C)C)(C)C.[CH3:41][CH2:42][O:43]C(C)=O, predict the reaction product. The product is: [O:26]=[C:21]1[C:22]2[C:17](=[C:16]([NH:15][C:42](=[O:43])[CH2:41][CH:6]3[CH:7]4[CH2:8][CH:1]5[CH2:2][CH:3]([CH2:4][CH:5]3[CH2:10]5)[CH2:9]4)[CH:25]=[CH:24][CH:23]=2)[CH:18]=[CH:19][N:20]1[C:27]1[CH:31]=[CH:30][NH:29][N:28]=1. (3) Given the reactants S(Cl)([Cl:3])=O.[Br:5][C:6]1[S:10][C:9]([C:11]([OH:13])=O)=[CH:8][CH:7]=1, predict the reaction product. The product is: [Br:5][C:6]1[S:10][C:9]([C:11]([Cl:3])=[O:13])=[CH:8][CH:7]=1. (4) Given the reactants [N:1]1[CH:6]=[CH:5][CH:4]=[C:3]([CH2:7][NH:8][C:9]([NH:11][C:12]2[CH:17]=[CH:16][C:15]([N:18]3[C:26]4[C:21](=[CH:22][CH:23]=[CH:24][CH:25]=4)[C:20]([C:27](O)=[O:28])=[N:19]3)=[CH:14][CH:13]=2)=[O:10])[CH:2]=1.[N:30]1([CH2:35][CH2:36][NH2:37])[CH2:34][CH2:33][CH2:32][CH2:31]1.CN(C(ON1N=NC2C=CC=NC1=2)=[N+](C)C)C.F[P-](F)(F)(F)(F)F, predict the reaction product. The product is: [N:1]1[CH:6]=[CH:5][CH:4]=[C:3]([CH2:7][NH:8][C:9]([NH:11][C:12]2[CH:13]=[CH:14][C:15]([N:18]3[C:26]4[C:21](=[CH:22][CH:23]=[CH:24][CH:25]=4)[C:20]([C:27]([NH:37][CH2:36][CH2:35][N:30]4[CH2:34][CH2:33][CH2:32][CH2:31]4)=[O:28])=[N:19]3)=[CH:16][CH:17]=2)=[O:10])[CH:2]=1. (5) Given the reactants CNCCNC.[F:7][C:8]([F:17])([F:16])[C:9]1[CH:14]=[CH:13][N:12]=[C:11]([NH2:15])[N:10]=1.Br[C:19]1[CH:20]=[C:21]([CH:24]=[C:25]([Cl:27])[CH:26]=1)[C:22]#[N:23].C(=O)([O-])[O-].[K+].[K+].[I-].[K+], predict the reaction product. The product is: [Cl:27][C:25]1[CH:24]=[C:21]([CH:20]=[C:19]([NH:15][C:11]2[N:10]=[C:9]([C:8]([F:7])([F:16])[F:17])[CH:14]=[CH:13][N:12]=2)[CH:26]=1)[C:22]#[N:23]. (6) Given the reactants [CH3:1][O:2][C:3]1[CH:12]=[C:11]2[C:6]([C:7]([CH3:14])=[CH:8][C:9](=[O:13])[NH:10]2)=[CH:5][CH:4]=1.[I-].[Na+].[H-].[Li+].Br[CH2:20][CH2:21][CH:22]1[O:26][CH2:25][CH2:24][O:23]1, predict the reaction product. The product is: [O:23]1[CH2:24][CH2:25][O:26][CH:22]1[CH2:21][CH2:20][N:10]1[C:11]2[C:6](=[CH:5][CH:4]=[C:3]([O:2][CH3:1])[CH:12]=2)[C:7]([CH3:14])=[CH:8][C:9]1=[O:13]. (7) Given the reactants [Cl:1][C:2]1[CH:10]=[CH:9][CH:8]=[C:7]2[C:3]=1[C:4]([C:17](=[O:22])C(F)(F)F)=[CH:5][N:6]2[CH2:11][CH:12]1[CH2:16][CH2:15][O:14][CH2:13]1.[OH-:23].[Na+], predict the reaction product. The product is: [Cl:1][C:2]1[CH:10]=[CH:9][CH:8]=[C:7]2[C:3]=1[C:4]([C:17]([OH:22])=[O:23])=[CH:5][N:6]2[CH2:11][CH:12]1[CH2:16][CH2:15][O:14][CH2:13]1.